From a dataset of NCI-60 drug combinations with 297,098 pairs across 59 cell lines. Regression. Given two drug SMILES strings and cell line genomic features, predict the synergy score measuring deviation from expected non-interaction effect. (1) Drug 1: CC1=C(C(CCC1)(C)C)C=CC(=CC=CC(=CC(=O)O)C)C. Drug 2: CC(C)(C#N)C1=CC(=CC(=C1)CN2C=NC=N2)C(C)(C)C#N. Cell line: MDA-MB-231. Synergy scores: CSS=5.45, Synergy_ZIP=-2.86, Synergy_Bliss=0.0551, Synergy_Loewe=0.943, Synergy_HSA=0.867. (2) Drug 1: CNC(=O)C1=CC=CC=C1SC2=CC3=C(C=C2)C(=NN3)C=CC4=CC=CC=N4. Drug 2: C1=NC2=C(N1)C(=S)N=C(N2)N. Cell line: UACC-257. Synergy scores: CSS=16.0, Synergy_ZIP=-8.79, Synergy_Bliss=-3.18, Synergy_Loewe=-7.89, Synergy_HSA=-4.03. (3) Drug 1: CCCS(=O)(=O)NC1=C(C(=C(C=C1)F)C(=O)C2=CNC3=C2C=C(C=N3)C4=CC=C(C=C4)Cl)F. Drug 2: CCC1(CC2CC(C3=C(CCN(C2)C1)C4=CC=CC=C4N3)(C5=C(C=C6C(=C5)C78CCN9C7C(C=CC9)(C(C(C8N6C)(C(=O)OC)O)OC(=O)C)CC)OC)C(=O)OC)O.OS(=O)(=O)O. Cell line: MDA-MB-231. Synergy scores: CSS=30.1, Synergy_ZIP=2.55, Synergy_Bliss=9.58, Synergy_Loewe=-19.0, Synergy_HSA=7.56. (4) Synergy scores: CSS=45.2, Synergy_ZIP=4.72, Synergy_Bliss=-3.68, Synergy_Loewe=-6.99, Synergy_HSA=-4.22. Drug 1: C1=C(C(=O)NC(=O)N1)F. Drug 2: C1=NC2=C(N=C(N=C2N1C3C(C(C(O3)CO)O)O)F)N. Cell line: OVCAR-4. (5) Drug 1: CC1CCC2CC(C(=CC=CC=CC(CC(C(=O)C(C(C(=CC(C(=O)CC(OC(=O)C3CCCCN3C(=O)C(=O)C1(O2)O)C(C)CC4CCC(C(C4)OC)OCCO)C)C)O)OC)C)C)C)OC. Drug 2: CS(=O)(=O)CCNCC1=CC=C(O1)C2=CC3=C(C=C2)N=CN=C3NC4=CC(=C(C=C4)OCC5=CC(=CC=C5)F)Cl. Cell line: NCI-H460. Synergy scores: CSS=2.94, Synergy_ZIP=2.37, Synergy_Bliss=6.38, Synergy_Loewe=5.11, Synergy_HSA=5.63.